Dataset: Catalyst prediction with 721,799 reactions and 888 catalyst types from USPTO. Task: Predict which catalyst facilitates the given reaction. (1) Reactant: [H-].[Al+3].[Li+].[H-].[H-].[H-].[CH3:7][C:8]1[C:12]2[CH:13]=[CH:14][CH:15]=[CH:16][C:11]=2[S:10][C:9]=1[C:17](OC)=[O:18].[Cl-].[NH4+]. Product: [CH3:7][C:8]1[C:12]2[CH:13]=[CH:14][CH:15]=[CH:16][C:11]=2[S:10][C:9]=1[CH2:17][OH:18]. The catalyst class is: 1. (2) Reactant: [N+:1]([C:4]1[CH:5]=[C:6]([OH:10])[CH:7]=[CH:8][CH:9]=1)([O-:3])=[O:2].Br[CH2:12][CH2:13][NH:14][C:15](=[O:21])[O:16][C:17]([CH3:20])([CH3:19])[CH3:18].C(=O)([O-])[O-].[K+].[K+]. Product: [N+:1]([C:4]1[CH:5]=[C:6]([CH:7]=[CH:8][CH:9]=1)[O:10][CH2:12][CH2:13][NH:14][C:15](=[O:21])[O:16][C:17]([CH3:20])([CH3:19])[CH3:18])([O-:3])=[O:2]. The catalyst class is: 39. (3) Reactant: [C:1]1([C:26]2[CH:31]=[CH:30][CH:29]=[CH:28][CH:27]=2)[CH:6]=[CH:5][CH:4]=[C:3]([CH2:7][CH:8]([OH:25])[CH2:9][CH2:10][CH:11]2[CH2:15][CH2:14][C:13](=[O:16])[N:12]2[CH2:17][CH2:18][CH2:19][CH2:20][CH2:21][CH2:22][C:23]#[N:24])[CH:2]=1.N([Si:35](C)([CH3:37])[CH3:36])=[N+]=[N-].C([Sn](=O)CCCC)CCC.Cl.[C:50]1([CH3:56])[CH:55]=CC=C[CH:51]=1. Product: [C:1]1([C:26]2[CH:27]=[CH:28][CH:29]=[CH:30][CH:31]=2)[CH:6]=[CH:5][CH:4]=[C:3]([CH2:7][CH:8]([O:25][Si:35]([C:50]([CH3:56])([CH3:55])[CH3:51])([CH3:37])[CH3:36])[CH2:9][CH2:10][CH:11]2[CH2:15][CH2:14][C:13](=[O:16])[N:12]2[CH2:17][CH2:18][CH2:19][CH2:20][CH2:21][CH2:22][C:23]#[N:24])[CH:2]=1. The catalyst class is: 6. (4) Reactant: [C:1]([C:5]1[CH:6]=[CH:7][C:8](NC(=O)OC(C)(C)C)=[N:9][CH:10]=1)([CH3:4])([CH3:3])[CH3:2].N([O-])=O.[Na+].[Br:23]Br. Product: [Br:23][C:8]1[CH:7]=[CH:6][C:5]([C:1]([CH3:4])([CH3:3])[CH3:2])=[CH:10][N:9]=1. The catalyst class is: 201. (5) Reactant: [Br:1][C:2]1[CH:3]=[C:4]([CH2:8][CH2:9][C:10]([OH:12])=[O:11])[CH:5]=[CH:6][CH:7]=1.[C:13](Cl)(=O)[C:14](Cl)=O. Product: [CH2:13]([O:11][C:10](=[O:12])[CH2:9][CH2:8][C:4]1[CH:5]=[CH:6][CH:7]=[C:2]([Br:1])[CH:3]=1)[CH3:14]. The catalyst class is: 59. (6) Reactant: [Br:1][C:2]1[CH:6]=[CH:5][S:4][C:3]=1[CH:7]=O.Cl.[NH2:10][OH:11].[OH-].[Na+]. Product: [Br:1][C:2]1[CH:6]=[CH:5][S:4][C:3]=1[CH:7]=[N:10][OH:11]. The catalyst class is: 40. (7) Reactant: Cl[C:2]([O:4][C:5]1[CH:10]=[CH:9][CH:8]=[CH:7][CH:6]=1)=[O:3].[NH2:11][C:12]1[CH:19]=[C:18]([O:20][C@H:21]([CH3:25])[CH2:22][O:23][CH3:24])[C:15]([C:16]#[N:17])=[CH:14][N:13]=1.N1C=CC=CC=1. Product: [C:16]([C:15]1[C:18]([O:20][C@H:21]([CH3:25])[CH2:22][O:23][CH3:24])=[CH:19][C:12]([NH:11][C:2](=[O:3])[O:4][C:5]2[CH:10]=[CH:9][CH:8]=[CH:7][CH:6]=2)=[N:13][CH:14]=1)#[N:17]. The catalyst class is: 1.